From a dataset of Catalyst prediction with 721,799 reactions and 888 catalyst types from USPTO. Predict which catalyst facilitates the given reaction. (1) Reactant: [CH3:1][C:2]1([CH3:22])[O:6][C@H:5]([CH2:7][O:8][C:9]2[CH:14]=[C:13]([C:15]([F:18])([F:17])[F:16])[CH:12]=[C:11]([N+:19]([O-])=O)[CH:10]=2)[CH2:4][O:3]1. Product: [CH3:1][C:2]1([CH3:22])[O:6][C@H:5]([CH2:7][O:8][C:9]2[CH:10]=[C:11]([CH:12]=[C:13]([C:15]([F:18])([F:16])[F:17])[CH:14]=2)[NH2:19])[CH2:4][O:3]1. The catalyst class is: 99. (2) Reactant: Cl[C:2]1C=CC(C(O)=O)=C(NS(C2C=CC(Cl)=C(C(F)(F)F)C=2)(=O)=O)C=1.Cl.C[N:28]1[CH2:35][CH2:34][CH2:33][C@H:29]1[C:30]([OH:32])=[O:31].C(N(CC)C(C)C)(C)C.CCCP1(OP(CCC)(=O)OP(CCC)(=O)O1)=O. Product: [CH3:2][O:32][C:30]([CH:29]1[CH2:33][CH2:34][CH2:35][NH:28]1)=[O:31]. The catalyst class is: 2. (3) Reactant: [C:1]([C:4]1[CH:5]=[C:6]([C:10]2[O:14][C:13]([C:15]([OH:17])=[O:16])=[CH:12][CH:11]=2)[CH:7]=[CH:8][CH:9]=1)(=O)[CH3:2].[NH:18]([C:20]1[S:21][C:22]2[CH:28]=[CH:27][CH:26]=[CH:25][C:23]=2[N:24]=1)[NH2:19]. Product: [S:21]1[C:22]2[CH:28]=[CH:27][CH:26]=[CH:25][C:23]=2[N:24]=[C:20]1[NH:18][N:19]=[C:1]([C:4]1[CH:5]=[C:6]([C:10]2[O:14][C:13]([C:15]([OH:17])=[O:16])=[CH:12][CH:11]=2)[CH:7]=[CH:8][CH:9]=1)[CH3:2]. The catalyst class is: 8. (4) Reactant: N[C:2]1[N:6]([C:7]([CH3:10])([CH3:9])[CH3:8])[N:5]=[C:4]([C:11]2[CH:16]=[CH:15][C:14]([F:17])=[CH:13][CH:12]=2)[C:3]=1[C:18]#[N:19].C(=O)(O)O.[NH2:24][C:25]([NH2:27])=[NH:26].C(N(CC)CC)C. Product: [C:7]([N:6]1[C:2]2=[N:26][C:25]([NH2:27])=[N:24][C:18]([NH2:19])=[C:3]2[C:4]([C:11]2[CH:12]=[CH:13][C:14]([F:17])=[CH:15][CH:16]=2)=[N:5]1)([CH3:10])([CH3:8])[CH3:9]. The catalyst class is: 6. (5) Reactant: [CH3:1][N:2]([CH3:32])[C:3]1[CH:8]=[CH:7][CH:6]=[C:5]([S:9][C:10]2[CH:11]=[C:12]3[C:18]([C:19]4[CH:20]=[N:21][N:22]([CH3:24])[CH:23]=4)=[CH:17][N:16](OCC[Si](C)(C)C)[C:13]3=[N:14][CH:15]=2)[CH:4]=1.Cl. Product: [CH3:1][N:2]([CH3:32])[C:3]1[CH:8]=[CH:7][CH:6]=[C:5]([S:9][C:10]2[CH:11]=[C:12]3[C:18]([C:19]4[CH:20]=[N:21][N:22]([CH3:24])[CH:23]=4)=[CH:17][NH:16][C:13]3=[N:14][CH:15]=2)[CH:4]=1. The catalyst class is: 14. (6) Reactant: [F:1][C:2]([CH3:33])([CH3:32])[CH2:3][CH2:4][CH:5]1[C:9](=[O:10])[O:8][CH:7]([CH:11]([NH:19][C:20]([C:22]2[CH:31]=[N:30][C:29]3[C:24](=[CH:25][CH:26]=[CH:27][CH:28]=3)[N:23]=2)=[O:21])[CH2:12][C:13]2[CH:18]=[CH:17][CH:16]=[CH:15][CH:14]=2)[CH2:6]1.[OH-:34].[Li+]. Product: [F:1][C:2]([CH3:32])([CH3:33])[CH2:3][CH2:4][CH:5]([CH2:6][CH:7]([OH:34])[CH:11]([NH:19][C:20]([C:22]1[CH:31]=[N:30][C:29]2[C:24](=[CH:25][CH:26]=[CH:27][CH:28]=2)[N:23]=1)=[O:21])[CH2:12][C:13]1[CH:14]=[CH:15][CH:16]=[CH:17][CH:18]=1)[C:9]([OH:8])=[O:10]. The catalyst class is: 7. (7) Reactant: [C:1]([C:3]1[CH:4]=[C:5]([S:9]([N:12]2[C@H:17]([CH3:18])[CH2:16][N:15](CC3C=CC=CC=3)[CH2:14][C@@H:13]2[CH3:26])(=[O:11])=[O:10])[CH:6]=[CH:7][CH:8]=1)#[N:2].ClC(OC(Cl)C)=O. Product: [C:1]([C:3]1[CH:4]=[C:5]([S:9]([N:12]2[C@H:17]([CH3:18])[CH2:16][NH:15][CH2:14][C@@H:13]2[CH3:26])(=[O:10])=[O:11])[CH:6]=[CH:7][CH:8]=1)#[N:2]. The catalyst class is: 26. (8) Reactant: [CH:1]1([O:6][C:7]([NH:9][CH:10]2[C:24](=[O:25])[N:23]3[CH2:26][C@H:27]([O:29][C:30]4[C:31]5[S:45][CH:44]=[CH:43][C:32]=5[N:33]=[C:34]([C:36]5[N:40]([CH3:41])[N:39]=[C:38]([CH3:42])[CH:37]=5)[N:35]=4)[CH2:28][C@H:22]3[C:21](=[O:46])[NH:20][C@:19]3([C:48]([O:50]C)=[O:49])[CH2:47][C@H:18]3[CH:17]=[CH:16][CH2:15][CH2:14][CH2:13][CH2:12][CH2:11]2)=[O:8])[CH2:5][CH2:4][CH2:3][CH2:2]1.O1CCCC1.[OH-].[Li+]. Product: [CH:1]1([O:6][C:7]([NH:9][C@@H:10]2[C:24](=[O:25])[N:23]3[CH2:26][C@H:27]([O:29][C:30]4[C:31]5[S:45][CH:44]=[CH:43][C:32]=5[N:33]=[C:34]([C:36]5[N:40]([CH3:41])[N:39]=[C:38]([CH3:42])[CH:37]=5)[N:35]=4)[CH2:28][C@H:22]3[C:21](=[O:46])[NH:20][C@:19]3([C:48]([OH:50])=[O:49])[CH2:47][C@H:18]3[CH:17]=[CH:16][CH2:15][CH2:14][CH2:13][CH2:12][CH2:11]2)=[O:8])[CH2:5][CH2:4][CH2:3][CH2:2]1. The catalyst class is: 5.